This data is from Full USPTO retrosynthesis dataset with 1.9M reactions from patents (1976-2016). The task is: Predict the reactants needed to synthesize the given product. (1) Given the product [OH:4][CH:3]([C:5]1[CH:6]=[CH:7][C:8]([O:11][C:12]2[CH:17]=[CH:16][CH:15]=[CH:14][CH:13]=2)=[CH:9][CH:10]=1)[CH:2]([NH:1][C:40]([C:29]1[CH:30]=[CH:31][CH:32]=[C:33]2[CH2:39][CH2:38][CH2:37][CH:36]=[CH:35][C:34]=12)=[O:41])[CH2:18][C:19]1[CH:20]=[CH:21][C:22]([C:25]([F:26])([F:27])[F:28])=[CH:23][CH:24]=1, predict the reactants needed to synthesize it. The reactants are: [NH2:1][CH:2]([CH2:18][C:19]1[CH:24]=[CH:23][C:22]([C:25]([F:28])([F:27])[F:26])=[CH:21][CH:20]=1)[CH:3]([C:5]1[CH:10]=[CH:9][C:8]([O:11][C:12]2[CH:17]=[CH:16][CH:15]=[CH:14][CH:13]=2)=[CH:7][CH:6]=1)[OH:4].[C:29]1([C:40](O)=[O:41])[CH:30]=[CH:31][CH:32]=[C:33]2[CH2:39][CH2:38][CH2:37][CH:36]=[CH:35][C:34]=12.Cl.C(N=C=NCCCN(C)C)C.ON1C2C=CC=CC=2N=N1. (2) Given the product [CH3:32][S:33]([C:36]1[CH:37]=[C:38]([C:2]2[CH:3]=[CH:4][C:5]3[N:6]=[C:7]([NH:20][CH2:21][C:22]4[CH:27]=[CH:26][C:25]([S:28]([NH2:31])(=[O:30])=[O:29])=[CH:24][CH:23]=4)[N:8]=[C:9]([NH:12][C:13]4([C:16]([F:18])([F:19])[F:17])[CH2:15][CH2:14]4)[C:10]=3[N:11]=2)[CH:39]=[CH:40][C:41]=1[O:42][CH3:43])(=[O:34])=[O:35], predict the reactants needed to synthesize it. The reactants are: Cl[C:2]1[CH:3]=[CH:4][C:5]2[N:6]=[C:7]([NH:20][CH2:21][C:22]3[CH:27]=[CH:26][C:25]([S:28]([NH2:31])(=[O:30])=[O:29])=[CH:24][CH:23]=3)[N:8]=[C:9]([NH:12][C:13]3([C:16]([F:19])([F:18])[F:17])[CH2:15][CH2:14]3)[C:10]=2[N:11]=1.[CH3:32][S:33]([C:36]1[CH:37]=[C:38](B2OC(C)(C)C(C)(C)O2)[CH:39]=[CH:40][C:41]=1[O:42][CH3:43])(=[O:35])=[O:34].C(=O)(O)[O-].[Na+]. (3) Given the product [CH3:19][O:20][CH:21]([O:24][CH3:25])[CH2:22][N:9]1[CH:8]=[C:7]2[C:11]([CH:12]=[C:4]([N+:1]([O-:3])=[O:2])[CH:5]=[CH:6]2)=[N:10]1, predict the reactants needed to synthesize it. The reactants are: [N+:1]([C:4]1[CH:12]=[C:11]2[C:7]([CH:8]=[N:9][NH:10]2)=[CH:6][CH:5]=1)([O-:3])=[O:2].C([O-])([O-])=O.[K+].[K+].[CH3:19][O:20][CH:21]([O:24][CH3:25])[CH2:22]Br.